This data is from Full USPTO retrosynthesis dataset with 1.9M reactions from patents (1976-2016). The task is: Predict the reactants needed to synthesize the given product. (1) Given the product [Cl:1][C:2]1[CH:17]=[CH:16][C:5]2[S:6][C:7]3[CH:15]=[CH:14][CH:13]=[CH:12][C:8]=3[C:9]([CH:18]3[CH2:22][CH2:28][N:29]([CH3:30])[CH2:20][CH2:19]3)=[N:10][C:4]=2[CH:3]=1, predict the reactants needed to synthesize it. The reactants are: [Cl:1][C:2]1[CH:17]=[CH:16][C:5]2[S:6][C:7]3[CH:15]=[CH:14][CH:13]=[CH:12][C:8]=3[C:9](Cl)=[N:10][C:4]=2[CH:3]=1.[CH2:18]1[CH2:22]O[CH2:20][CH2:19]1.[Cl-].[Mg+2].CC1C[CH2:30][NH:29][CH2:28]C1.[Cl-]. (2) Given the product [CH3:4][C:1]([O:5][C:6]([NH:8][C@H:9]([C:14]([N:31]([CH3:30])[O:32][CH3:33])=[O:16])[CH2:10][CH:11]([CH3:12])[CH3:13])=[O:7])([CH3:2])[CH3:3], predict the reactants needed to synthesize it. The reactants are: [C:1]([O:5][C:6]([NH:8][C@H:9]([C:14]([OH:16])=O)[CH2:10][CH:11]([CH3:13])[CH3:12])=[O:7])([CH3:4])([CH3:3])[CH3:2].C(N1C=CN=C1)(N1C=CN=C1)=O.Cl.[CH3:30][NH:31][O:32][CH3:33].CCN(C(C)C)C(C)C. (3) Given the product [C:24]1([C:32]2[CH:33]=[CH:34][CH:35]=[CH:36][CH:37]=2)[CH:29]=[CH:28][CH:27]=[CH:26][C:25]=1[N:30]([CH3:31])[C:14](=[O:16])[CH2:13][C:5]1[CH:6]=[C:7]([C:9]([F:12])([F:10])[F:11])[CH:8]=[C:3]([C:2]([F:1])([F:17])[F:18])[CH:4]=1, predict the reactants needed to synthesize it. The reactants are: [F:1][C:2]([F:18])([F:17])[C:3]1[CH:4]=[C:5]([CH2:13][C:14]([OH:16])=O)[CH:6]=[C:7]([C:9]([F:12])([F:11])[F:10])[CH:8]=1.O1CCCC1.[C:24]1([C:32]2[CH:37]=[CH:36][CH:35]=[CH:34][CH:33]=2)[CH:29]=[CH:28][CH:27]=[CH:26][C:25]=1[NH:30][CH3:31]. (4) Given the product [C:2]([O:5][C:6](=[O:7])[NH:8][C@H:9]([CH:10]1[CH2:11][CH2:12]1)[C:13]([N:17]1[CH2:20][CH:19]([C:21]#[N:22])[CH2:18]1)=[O:15])([CH3:1])([CH3:3])[CH3:4], predict the reactants needed to synthesize it. The reactants are: [CH3:1][C:2]([O:5][C:6]([NH:8][C@@H:9]([C:13]([OH:15])=O)[CH:10]1[CH2:12][CH2:11]1)=[O:7])([CH3:4])[CH3:3].Cl.[NH:17]1[CH2:20][CH:19]([C:21]#[N:22])[CH2:18]1.C(N(CC)C(C)C)(C)C.CN(C(ON1N=NC2C=CC=NC1=2)=[N+](C)C)C.F[P-](F)(F)(F)(F)F. (5) Given the product [CH:20]1[C:19]2[C:17](=[O:18])[C:15](=[O:16])[C:13]3[N:14]=[C:6]([C:4]([OH:5])=[O:3])[CH:7]=[C:8]([C:9]([OH:11])=[O:10])[C:12]=3[C:23]=2[NH:22][C:21]=1[C:24]([OH:26])=[O:25], predict the reactants needed to synthesize it. The reactants are: [Na].[Na].[OH:3][C:4]([C:6]1[N:14]=[C:13]2[C:15]([C:17]([C:19]3[CH:20]=[C:21]([C:24](=[O:26])[OH:25])[NH:22][C:23]=3[C:12]2=[C:8]([C:9](=[O:11])[OH:10])[CH:7]=1)=[O:18])=[O:16])=[O:5].Cl. (6) Given the product [NH:13]([C:28]([O:30][C:31]([CH3:34])([CH3:33])[CH3:32])=[O:29])[C@H:14]([C:25]([NH:35][C:36]1[CH:41]=[CH:40][CH:39]=[CH:38][CH:37]=1)=[O:27])[CH2:15][C:16]1[C:24]2[C:19](=[CH:20][CH:21]=[CH:22][CH:23]=2)[NH:18][CH:17]=1, predict the reactants needed to synthesize it. The reactants are: CCN=C=NCCCN(C)C.Cl.[NH:13]([C:28]([O:30][C:31]([CH3:34])([CH3:33])[CH3:32])=[O:29])[C@H:14]([C:25]([OH:27])=O)[CH2:15][C:16]1[C:24]2[C:19](=[CH:20][CH:21]=[CH:22][CH:23]=2)[NH:18][CH:17]=1.[NH2:35][C:36]1[CH:41]=[CH:40][CH:39]=[CH:38][CH:37]=1. (7) Given the product [CH3:1][O:2][C:3]([C@@H:5]1[CH2:9][C@@H:8]([S:10]([C:13]2[CH:18]=[CH:17][CH:16]=[CH:15][C:14]=2[C:19]([F:21])([F:22])[F:20])(=[O:11])=[O:12])[CH2:7][N:6]1[C:23]1[N:36]([CH:32]2[CH2:35][CH2:34][CH2:33]2)[N:37]=[C:25]([CH:27]2[CH2:29][CH2:28]2)[CH:24]=1)=[O:4], predict the reactants needed to synthesize it. The reactants are: [CH3:1][O:2][C:3]([C@@H:5]1[CH2:9][C@@H:8]([S:10]([C:13]2[CH:18]=[CH:17][CH:16]=[CH:15][C:14]=2[C:19]([F:22])([F:21])[F:20])(=[O:12])=[O:11])[CH2:7][N:6]1[C:23](=S)[CH2:24][C:25]([CH:27]1[CH2:29][CH2:28]1)=O)=[O:4].Cl.[CH:32]1([NH:36][NH2:37])[CH2:35][CH2:34][CH2:33]1.